From a dataset of Reaction yield outcomes from USPTO patents with 853,638 reactions. Predict the reaction yield, written as a fraction of the theoretical maximum amount of product (1.0 means a 100% yield; for example, 0.34 means a 34% yield). (1) The reactants are [CH3:1][O:2][C:3]1[CH:8]=[CH:7][C:6]([OH:9])=[CH:5][CH:4]=1.F[C:11]1[CH:16]=[CH:15][C:14]([N+:17]([O-:19])=[O:18])=[CH:13][CH:12]=1. The catalyst is CN(C=O)C. The product is [CH3:1][O:2][C:3]1[CH:8]=[CH:7][C:6]([O:9][C:11]2[CH:16]=[CH:15][C:14]([N+:17]([O-:19])=[O:18])=[CH:13][CH:12]=2)=[CH:5][CH:4]=1. The yield is 1.00. (2) The reactants are [C:1]([O:4][CH2:5][C:6]1[S:7][C:8]([C:15]([O:17][CH2:18][CH3:19])=[O:16])=[C:9]([O:11][CH:12]([CH3:14])[CH3:13])[N:10]=1)(=[O:3])[CH3:2].[C:20](=O)([O-])[O-].[K+].[K+].Cl.[CH2:27](O)[CH3:28]. The catalyst is C(OCC)(=O)C.CCCCCC. The product is [CH:12]([O:11][C:9]1[N:10]=[C:6]([CH2:5][O:4][CH:1]2[CH2:2][CH2:28][CH2:27][CH2:20][O:3]2)[S:7][C:8]=1[C:15]([O:17][CH2:18][CH3:19])=[O:16])([CH3:14])[CH3:13]. The yield is 0.990. (3) The reactants are [C:1]([N:5]1[C:9]([C:10]2[CH:15]=[CH:14][C:13]([O:16][CH3:17])=[CH:12][CH:11]=2)=[C:8]([C:18]([OH:20])=O)[CH:7]=[N:6]1)([CH3:4])([CH3:3])[CH3:2].Cl.[CH3:22][NH:23][O:24][CH3:25].C1C=CC2N(O)N=NC=2C=1.CCN=C=NCCCN(C)C. The catalyst is CN(C=O)C.O. The product is [C:1]([N:5]1[C:9]([C:10]2[CH:15]=[CH:14][C:13]([O:16][CH3:17])=[CH:12][CH:11]=2)=[C:8]([C:18]([N:23]([O:24][CH3:25])[CH3:22])=[O:20])[CH:7]=[N:6]1)([CH3:3])([CH3:4])[CH3:2]. The yield is 0.920. (4) The reactants are [OH:1][C:2]1[C:3]([N+:8]([O-:10])=[O:9])=[N:4][CH:5]=[CH:6][CH:7]=1.C[O-].[Na+].[Br:14]Br. The yield is 0.960. The catalyst is CO. The product is [Br:14][C:5]1[CH:6]=[CH:7][C:2]([OH:1])=[C:3]([N+:8]([O-:10])=[O:9])[N:4]=1. (5) The reactants are [Cl-].O[NH3+:3].[C:4](=[O:7])([O-])[OH:5].[Na+].CS(C)=O.[CH3:13][C:14]1[N:51]=[C:17]2[N:18]([CH2:41][C:42]3([C:45]4[CH:50]=[CH:49][CH:48]=[CH:47][CH:46]=4)[CH2:44][CH2:43]3)[C:19](=[O:40])[C:20]([CH2:25][C:26]3[CH:31]=[CH:30][C:29]([C:32]4[C:33]([C:38]#[N:39])=[CH:34][CH:35]=[CH:36][CH:37]=4)=[CH:28][CH:27]=3)=[C:21]([CH2:22][CH2:23][CH3:24])[N:16]2[N:15]=1. The catalyst is C(OCC)(=O)C. The product is [CH3:13][C:14]1[N:51]=[C:17]2[N:18]([CH2:41][C:42]3([C:45]4[CH:50]=[CH:49][CH:48]=[CH:47][CH:46]=4)[CH2:44][CH2:43]3)[C:19](=[O:40])[C:20]([CH2:25][C:26]3[CH:31]=[CH:30][C:29]([C:32]4[CH:37]=[CH:36][CH:35]=[CH:34][C:33]=4[C:38]4[NH:3][C:4](=[O:7])[O:5][N:39]=4)=[CH:28][CH:27]=3)=[C:21]([CH2:22][CH2:23][CH3:24])[N:16]2[N:15]=1. The yield is 0.140. (6) The reactants are [OH:1][C:2]1[CH:7]=[CH:6][C:5]([N+:8]([O-:10])=[O:9])=[CH:4][C:3]=1[C:11](=O)[CH3:12].Br[CH2:15][C:16]([CH:18]1[CH2:23][CH2:22][CH2:21][CH2:20][CH2:19]1)=[O:17].C(=O)([O-])[O-].[K+].[K+].Cl. The catalyst is CN(C)C=O. The product is [CH:18]1([C:16]([C:15]2[O:1][C:2]3[CH:7]=[CH:6][C:5]([N+:8]([O-:10])=[O:9])=[CH:4][C:3]=3[C:11]=2[CH3:12])=[O:17])[CH2:23][CH2:22][CH2:21][CH2:20][CH2:19]1. The yield is 0.530. (7) The catalyst is CN(C=O)C. The product is [C:24]([O:23][C:21]([N:9]1[CH2:8][CH:7]([OH:10])[CH2:6][CH2:5][CH:4]1[CH3:3])=[O:20])([CH3:27])([CH3:26])[CH3:25]. The yield is 0.150. The reactants are Cl.O[CH2:3][C:4]1[N:9]=[CH:8][C:7]([OH:10])=[CH:6][CH:5]=1.CCN(C(C)C)C(C)C.[O:20](C(OC(C)(C)C)=O)[C:21]([O:23][C:24]([CH3:27])([CH3:26])[CH3:25])=O.